This data is from Peptide-MHC class I binding affinity with 185,985 pairs from IEDB/IMGT. The task is: Regression. Given a peptide amino acid sequence and an MHC pseudo amino acid sequence, predict their binding affinity value. This is MHC class I binding data. The peptide sequence is LQMNSLRA. The MHC is HLA-A68:02 with pseudo-sequence HLA-A68:02. The binding affinity (normalized) is 0.